This data is from Forward reaction prediction with 1.9M reactions from USPTO patents (1976-2016). The task is: Predict the product of the given reaction. (1) Given the reactants [NH2:1][C:2]1[CH:7]=[CH:6][C:5]([C:8]2[CH:13]=[CH:12][C:11]([C:14](=[O:30])[CH2:15][CH:16]([CH2:22][CH2:23][C:24]3[CH:29]=[CH:28][CH:27]=[CH:26][CH:25]=3)[C:17]([O:19]CC)=[O:18])=[CH:10][CH:9]=2)=[CH:4][CH:3]=1.Cl[C:32]1[O:33][C:34]2[CH:40]=[CH:39][CH:38]=[CH:37][C:35]=2[N:36]=1.[OH-].[Na+], predict the reaction product. The product is: [O:33]1[C:34]2[CH:40]=[CH:39][CH:38]=[CH:37][C:35]=2[N:36]=[C:32]1[NH:1][C:2]1[CH:7]=[CH:6][C:5]([C:8]2[CH:9]=[CH:10][C:11]([C:14](=[O:30])[CH2:15][CH:16]([CH2:22][CH2:23][C:24]3[CH:25]=[CH:26][CH:27]=[CH:28][CH:29]=3)[C:17]([OH:19])=[O:18])=[CH:12][CH:13]=2)=[CH:4][CH:3]=1. (2) The product is: [CH3:1][O:2][C:3]1[C@@H:4]([CH:21]([CH3:23])[CH3:22])[N:5]=[C:6]([O:19][CH3:20])[C@H:7]([CH2:9][C:10]2[CH:15]=[C:14]([CH:24]=[O:25])[C:13]([O:16][CH3:17])=[CH:12][C:11]=2[I:18])[N:8]=1. Given the reactants [CH3:1][O:2][C:3]1[C@@H:4]([CH:21]([CH3:23])[CH3:22])[N:5]=[C:6]([O:19][CH3:20])[C@H:7]([CH2:9][C:10]2[CH:15]=[CH:14][C:13]([O:16][CH3:17])=[CH:12][C:11]=2[I:18])[N:8]=1.[CH3:24][O:25]C(Cl)Cl.Cl[Sn](Cl)(Cl)Cl.[Cl-].[NH4+], predict the reaction product.